Dataset: Reaction yield outcomes from USPTO patents with 853,638 reactions. Task: Predict the reaction yield, written as a fraction of the theoretical maximum amount of product (1.0 means a 100% yield; for example, 0.34 means a 34% yield). (1) The reactants are [C:1]([O:5][C:6]([N:8]1[CH2:12][C@H:11]([O:13][C:14]2[CH:19]=[CH:18][CH:17]=[C:16]([O:20][CH3:21])[CH:15]=2)[CH2:10][C@@H:9]1[C@@H:22]([OH:34])[C@@H:23]([NH2:33])[CH2:24][C:25]1[CH:30]=[C:29]([F:31])[CH:28]=[C:27]([F:32])[CH:26]=1)=[O:7])([CH3:4])([CH3:3])[CH3:2].CN1CC[O:39][CH2:38][CH2:37]1.ClCCl. No catalyst specified. The product is [C:1]([O:5][C:6]([N:8]1[CH2:12][C@H:11]([O:13][C:14]2[CH:19]=[CH:18][CH:17]=[C:16]([O:20][CH3:21])[CH:15]=2)[CH2:10][C@@H:9]1[C@@H:22]([OH:34])[C@@H:23]([NH:33][C:38](=[O:39])[CH3:37])[CH2:24][C:25]1[CH:30]=[C:29]([F:31])[CH:28]=[C:27]([F:32])[CH:26]=1)=[O:7])([CH3:4])([CH3:2])[CH3:3]. The yield is 0.690. (2) The reactants are [C:1]([O:5][C:6]([NH:8][C@:9]1([C:14]([OH:16])=O)[CH2:11][C@H:10]1[CH:12]=[CH2:13])=[O:7])([CH3:4])([CH3:3])[CH3:2].C1N=CN(C(N2C=NC=C2)=O)C=1.[F:29][CH2:30][C:31]1([S:34]([NH2:37])(=[O:36])=[O:35])[CH2:33][CH2:32]1.C1CCN2C(=NCCC2)CC1. The catalyst is CN(C=O)C. The product is [F:29][CH2:30][C:31]1([S:34]([NH:37][C:14]([C@@:9]2([NH:8][C:6](=[O:7])[O:5][C:1]([CH3:2])([CH3:3])[CH3:4])[CH2:11][C@H:10]2[CH:12]=[CH2:13])=[O:16])(=[O:36])=[O:35])[CH2:33][CH2:32]1. The yield is 0.960. (3) The reactants are [Br:1][C:2]1[S:3][C:4]([C:9]2[CH:14]=[CH:13][CH:12]=[CH:11][CH:10]=2)=[CH:5][C:6]=1[CH2:7][OH:8]. The catalyst is ClCCl.[O-2].[O-2].[Mn+4]. The product is [Br:1][C:2]1[S:3][C:4]([C:9]2[CH:10]=[CH:11][CH:12]=[CH:13][CH:14]=2)=[CH:5][C:6]=1[CH:7]=[O:8]. The yield is 0.810. (4) The catalyst is C1(C)C=CC=CC=1.C(#N)C. The reactants are [CH3:1][O:2][C:3]1[CH:4]=[C:5]([CH2:11][O:12][C:13]2[CH:14]=[C:15]([NH2:18])[NH:16][N:17]=2)[CH:6]=[C:7]([O:9][CH3:10])[CH:8]=1.[CH:19]1([N:23]2[CH2:28][CH2:27][N:26]([C:29]3[CH:39]=[CH:38][C:32]([C:33](OCC)=[O:34])=[CH:31][CH:30]=3)[CH2:25][CH2:24]2)[CH2:22][CH2:21][CH2:20]1.C[Al](C)C.CC(C)=O. The yield is 0.232. The product is [CH:19]1([N:23]2[CH2:28][CH2:27][N:26]([C:29]3[CH:39]=[CH:38][C:32]([C:33]([NH:18][C:15]4[NH:16][N:17]=[C:13]([O:12][CH2:11][C:5]5[CH:4]=[C:3]([O:2][CH3:1])[CH:8]=[C:7]([O:9][CH3:10])[CH:6]=5)[CH:14]=4)=[O:34])=[CH:31][CH:30]=3)[CH2:25][CH2:24]2)[CH2:20][CH2:21][CH2:22]1. (5) The reactants are Cl[S:2]([C:5]1[CH:6]=[C:7]([CH:12]=[CH:13][C:14]=1[O:15][CH3:16])[C:8]([O:10][CH3:11])=[O:9])(=[O:4])=[O:3].N1C=CC=CC=1.[NH:23]1[CH2:28][CH2:27][O:26][CH2:25][CH2:24]1. The catalyst is C(Cl)Cl.CCOC(C)=O. The product is [CH3:16][O:15][C:14]1[CH:13]=[CH:12][C:7]([C:8]([O:10][CH3:11])=[O:9])=[CH:6][C:5]=1[S:2]([N:23]1[CH2:28][CH2:27][O:26][CH2:25][CH2:24]1)(=[O:4])=[O:3]. The yield is 0.810.